This data is from Reaction yield outcomes from USPTO patents with 853,638 reactions. The task is: Predict the reaction yield, written as a fraction of the theoretical maximum amount of product (1.0 means a 100% yield; for example, 0.34 means a 34% yield). (1) The reactants are [CH3:1][C:2](C)([O-])C.[K+].C([N:14]1[CH2:28][CH:17]2[C:18]3[CH:19]=[C:20]([O:26][CH3:27])[CH:21]=[CH:22][C:23]=3[C:24](=O)[CH:16]2[CH2:15]1)C1C=CC=CC=1. The catalyst is [Br-].C([P+](C1C=CC=CC=1)(C1C=CC=CC=1)C1C=CC=CC=1)C.CCOCC. The product is [CH3:27][O:26][C:20]1[CH:21]=[CH:22][C:23]2[CH:24]([CH2:1][CH3:2])[CH:16]3[CH2:15][NH:14][CH2:28][CH:17]3[C:18]=2[CH:19]=1. The yield is 1.00. (2) The reactants are [CH:1]1([C:6]2[CH:7]=[C:8]([CH:12]=[CH:13][C:14]=2[O:15][CH3:16])[C:9]([OH:11])=O)[CH2:5][CH2:4][CH2:3][CH2:2]1.C(Cl)(=O)C(Cl)=O.[CH3:23][C:24]1[S:25][C:26]([CH2:30][C:31]2[CH:36]=[CH:35][CH:34]=[CH:33][CH:32]=2)=[CH:27][C:28]=1[CH3:29].[Sn](Cl)(Cl)(Cl)Cl. The catalyst is C(Cl)Cl.CN(C)C=O.O. The product is [CH2:30]([C:26]1[S:25][C:24]([CH3:23])=[C:28]([CH3:29])[C:27]=1[C:9]([C:8]1[CH:12]=[CH:13][C:14]([O:15][CH3:16])=[C:6]([CH:1]2[CH2:2][CH2:3][CH2:4][CH2:5]2)[CH:7]=1)=[O:11])[C:31]1[CH:32]=[CH:33][CH:34]=[CH:35][CH:36]=1. The yield is 0.520. (3) The reactants are Cl[C:2]1[N:3]=[C:4]([N:15]2[CH2:20][CH2:19][O:18][CH2:17][C@@H:16]2[CH3:21])[C:5]2[CH2:10][N:9]([CH2:11][CH:12]3[CH2:14][CH2:13]3)[CH2:8][C:6]=2[N:7]=1.[CH3:22][NH:23][C:24]([NH:26][C:27]1[CH:32]=[CH:31][C:30](B2OC(C)(C)C(C)(C)O2)=[CH:29][CH:28]=1)=[O:25].C([O-])([O-])=O.[Na+].[Na+]. The catalyst is COCCOC.CCO.O. The product is [CH:12]1([CH2:11][N:9]2[CH2:10][C:5]3[C:4]([N:15]4[CH2:20][CH2:19][O:18][CH2:17][C@@H:16]4[CH3:21])=[N:3][C:2]([C:30]4[CH:29]=[CH:28][C:27]([NH:26][C:24]([NH:23][CH3:22])=[O:25])=[CH:32][CH:31]=4)=[N:7][C:6]=3[CH2:8]2)[CH2:14][CH2:13]1. The yield is 0.510. (4) The product is [CH2:1]([O:8][C:9]1[CH:14]=[CH:13][C:12]([C@H:15]2[CH2:20][CH2:19][NH:18][CH2:17][C@H:16]2[F:28])=[CH:11][CH:10]=1)[C:2]1[CH:3]=[CH:4][CH:5]=[CH:6][CH:7]=1. The catalyst is C(Cl)Cl. The reactants are [CH2:1]([O:8][C:9]1[CH:14]=[CH:13][C:12]([C@H:15]2[CH2:20][CH2:19][N:18](C(OC(C)(C)C)=O)[CH2:17][C@H:16]2[F:28])=[CH:11][CH:10]=1)[C:2]1[CH:7]=[CH:6][CH:5]=[CH:4][CH:3]=1.C(O)(C(F)(F)F)=O. The yield is 0.910. (5) The reactants are O=C([NH:11][CH2:12][CH2:13][CH2:14][CH2:15][C@@H:16]([C:41]([O:43][C:44]([CH3:47])([CH3:46])[CH3:45])=[O:42])[NH:17][C:18](=[O:40])[NH:19][C@H:20]([C:33]([O:35][C:36]([CH3:39])([CH3:38])[CH3:37])=[O:34])[CH2:21][CH2:22][C:23]([O:25]CC1C=CC=CC=1)=[O:24])OCC1C=CC=CC=1.C([O-])=O.[NH4+]. The catalyst is CCO.[Pd]. The yield is 0.700. The product is [NH2:11][CH2:12][CH2:13][CH2:14][CH2:15][C@H:16]([NH:17][C:18](=[O:40])[NH:19][C@H:20]([C:33]([O:35][C:36]([CH3:39])([CH3:38])[CH3:37])=[O:34])[CH2:21][CH2:22][C:23]([OH:25])=[O:24])[C:41]([O:43][C:44]([CH3:47])([CH3:46])[CH3:45])=[O:42].